Dataset: Forward reaction prediction with 1.9M reactions from USPTO patents (1976-2016). Task: Predict the product of the given reaction. (1) Given the reactants [NH2:1][C:2]1[C:7]([N:8]([CH3:13])[S:9]([CH3:12])(=[O:11])=[O:10])=[CH:6][C:5]([Br:14])=[CH:4][N:3]=1.[H-].[Na+].[CH3:17]I, predict the reaction product. The product is: [Br:14][C:5]1[CH:6]=[C:7]([N:8]([CH3:13])[S:9]([CH3:12])(=[O:11])=[O:10])[C:2]([NH:1][CH3:17])=[N:3][CH:4]=1. (2) Given the reactants [Cl:1][C:2]1[C:3]([C:14]2[N:18]([CH3:19])[C:17]3[CH:20]=[CH:21][CH:22]=[CH:23][C:16]=3[N:15]=2)=[CH:4][C:5]([N:8]2[CH2:13][CH2:12][NH:11][CH2:10][CH2:9]2)=[N:6][CH:7]=1.CCN(C(C)C)C(C)C.[CH3:33][S:34](Cl)(=[O:36])=[O:35], predict the reaction product. The product is: [Cl:1][C:2]1[C:3]([C:14]2[N:18]([CH3:19])[C:17]3[CH:20]=[CH:21][CH:22]=[CH:23][C:16]=3[N:15]=2)=[CH:4][C:5]([N:8]2[CH2:9][CH2:10][N:11]([S:34]([CH3:33])(=[O:36])=[O:35])[CH2:12][CH2:13]2)=[N:6][CH:7]=1. (3) Given the reactants [F:1][C:2]1[C:3]([NH:18][C@@H:19]2[CH2:24][CH2:23][CH2:22][N:21]([C:25](=[O:28])[CH:26]=[CH2:27])[CH2:20]2)=[N:4][C:5]([NH:8][C:9]2[CH:10]=[C:11]3[C:15](=[CH:16][CH:17]=2)[CH2:14][NH:13][CH2:12]3)=[N:6][CH:7]=1.[O:29]1[CH2:34][CH2:33][CH:32]([CH:35]=O)[CH2:31][CH2:30]1.[BH3-]C#N.[Na+], predict the reaction product. The product is: [F:1][C:2]1[C:3]([NH:18][C@@H:19]2[CH2:24][CH2:23][CH2:22][N:21]([C:25](=[O:28])[CH:26]=[CH2:27])[CH2:20]2)=[N:4][C:5]([NH:8][C:9]2[CH:10]=[C:11]3[C:15](=[CH:16][CH:17]=2)[CH2:14][N:13]([CH2:35][CH:32]2[CH2:33][CH2:34][O:29][CH2:30][CH2:31]2)[CH2:12]3)=[N:6][CH:7]=1. (4) The product is: [CH3:1][O:2][C:3]1[CH:4]=[C:5]([OH:18])[CH:6]=[CH:7][C:8]=1[C:20]1[N:25]=[N:24][C:23]([N:26]([CH3:37])[CH:27]2[CH2:32][C:31]([CH3:33])([CH3:34])[NH:30][C:29]([CH3:36])([CH3:35])[CH2:28]2)=[CH:22][CH:21]=1. Given the reactants [CH3:1][O:2][C:3]1[CH:4]=[C:5]([OH:18])[CH:6]=[CH:7][C:8]=1B1OC(C)(C)C(C)(C)O1.Cl[C:20]1[N:25]=[N:24][C:23]([N:26]([CH3:37])[CH:27]2[CH2:32][C:31]([CH3:34])([CH3:33])[NH:30][C:29]([CH3:36])([CH3:35])[CH2:28]2)=[CH:22][CH:21]=1.C([O-])(O)=O.[Na+].O1CCOCC1, predict the reaction product. (5) Given the reactants [C:1]([O:20][C@H:21]1[C@H:25]([O:26][C:27](=[O:45])[CH2:28][CH2:29][CH2:30][CH2:31][CH2:32][CH2:33][CH2:34]/[CH:35]=[CH:36]\[CH2:37]/[CH:38]=[CH:39]\[CH2:40][CH2:41][CH2:42][CH2:43][CH3:44])[CH2:24][NH:23][CH2:22]1)(=[O:19])[CH2:2][CH2:3][CH2:4][CH2:5][CH2:6][CH2:7][CH2:8]/[CH:9]=[CH:10]\[CH2:11]/[CH:12]=[CH:13]\[CH2:14][CH2:15][CH2:16][CH2:17][CH3:18].Cl.[CH3:47][N:48]([CH3:53])[CH2:49][C:50](O)=[O:51], predict the reaction product. The product is: [C:1]([O:20][C@H:21]1[C@H:25]([O:26][C:27](=[O:45])[CH2:28][CH2:29][CH2:30][CH2:31][CH2:32][CH2:33][CH2:34]/[CH:35]=[CH:36]\[CH2:37]/[CH:38]=[CH:39]\[CH2:40][CH2:41][CH2:42][CH2:43][CH3:44])[CH2:24][N:23]([C:50](=[O:51])[CH2:49][N:48]([CH3:53])[CH3:47])[CH2:22]1)(=[O:19])[CH2:2][CH2:3][CH2:4][CH2:5][CH2:6][CH2:7][CH2:8]/[CH:9]=[CH:10]\[CH2:11]/[CH:12]=[CH:13]\[CH2:14][CH2:15][CH2:16][CH2:17][CH3:18]. (6) Given the reactants [C:1]([CH:9]([NH:13][C:14]([C:16]1[C:20]([N+:21]([O-:23])=[O:22])=[CH:19][N:18](C2CCCCO2)[N:17]=1)=O)[CH2:10][CH:11]=[CH2:12])(=O)[C:2]1[CH:7]=[CH:6][CH:5]=[CH:4][CH:3]=1.C([O-])(=O)C.[NH4+:34], predict the reaction product. The product is: [CH2:10]([C:9]1[N:13]=[C:14]([C:16]2[C:20]([N+:21]([O-:23])=[O:22])=[CH:19][NH:18][N:17]=2)[NH:34][C:1]=1[C:2]1[CH:7]=[CH:6][CH:5]=[CH:4][CH:3]=1)[CH:11]=[CH2:12].